This data is from Reaction yield outcomes from USPTO patents with 853,638 reactions. The task is: Predict the reaction yield, written as a fraction of the theoretical maximum amount of product (1.0 means a 100% yield; for example, 0.34 means a 34% yield). (1) The reactants are [N:1]([C:4]1[CH:9]=[CH:8][C:7]([C:10]2([OH:31])[C:18]3[C:13](=[C:14]([F:20])[CH:15]=[CH:16][C:17]=3[F:19])[C:12](=[O:21])[N:11]2[C:22]2[CH:27]=[CH:26][CH:25]=[C:24]([C:28]#[CH:29])[C:23]=2[F:30])=[CH:6][C:5]=1[N+:32]([O-])=O)=[N+]=[N-].O1CCCC1.O.C([O-])=O.[NH4+]. The catalyst is C(OCC)(=O)C.[Fe]. The product is [NH2:32][C:5]1[CH:6]=[C:7]([C:10]2([OH:31])[C:18]3[C:13](=[C:14]([F:20])[CH:15]=[CH:16][C:17]=3[F:19])[C:12](=[O:21])[N:11]2[C:22]2[CH:27]=[CH:26][CH:25]=[C:24]([C:28]#[CH:29])[C:23]=2[F:30])[CH:8]=[CH:9][C:4]=1[NH2:1]. The yield is 0.880. (2) The reactants are [O:1]1[CH2:6][CH2:5][N:4]([C:7]2[N:23]=[C:10]3[CH:11]=[C:12]([NH:15]C(=O)OC(C)(C)C)[CH:13]=[CH:14][N:9]3[N:8]=2)[CH2:3][CH2:2]1.[ClH:24]. No catalyst specified. The product is [ClH:24].[O:1]1[CH2:2][CH2:3][N:4]([C:7]2[N:23]=[C:10]3[CH:11]=[C:12]([NH2:15])[CH:13]=[CH:14][N:9]3[N:8]=2)[CH2:5][CH2:6]1. The yield is 1.08. (3) The reactants are C([C:4]1[CH:9]=[C:8]([O:10][C:11]2[CH:16]=[CH:15][C:14]([NH:17][C:18]([NH:20][C:21](=[O:30])[CH2:22][C:23]3[CH:28]=[CH:27][C:26]([F:29])=[CH:25][CH:24]=3)=[O:19])=[C:13]([Cl:31])[CH:12]=2)[CH:7]=[CH:6][N:5]=1)(=O)N.C[N:33](C=O)C. No catalyst specified. The product is [NH2:33][C:4]1[CH:9]=[C:8]([O:10][C:11]2[CH:16]=[CH:15][C:14]([NH:17][C:18]([NH:20][C:21](=[O:30])[CH2:22][C:23]3[CH:28]=[CH:27][C:26]([F:29])=[CH:25][CH:24]=3)=[O:19])=[C:13]([Cl:31])[CH:12]=2)[CH:7]=[CH:6][N:5]=1. The yield is 0.550. (4) The reactants are C1CO[C:8]2[CH:7]=[CH:6][C:5]([NH:11][C:12]3[C:17]([F:18])=[CH:16][N:15]=[C:14]([NH:19][C:20]4[CH:25]=[CH:24][CH:23]=[C:22](O)C=4)[N:13]=3)=[CH:4][C:3]=2[O:2]1.Cl[C:28]1N=C(NC2C=CC=C(O)C=2)C(F)=C[N:29]=1.N1C=CC=C(CN)C=1. No catalyst specified. The product is [F:18][C:17]1[C:12]([NH:11][C:5]2[CH:6]=[CH:7][CH:8]=[C:3]([OH:2])[CH:4]=2)=[N:13][C:14]([NH:19][CH2:20][C:25]2[CH:28]=[N:29][CH:22]=[CH:23][CH:24]=2)=[N:15][CH:16]=1. The yield is 0.620. (5) The reactants are C([C@@H]1COC(=O)N1[C:14](=[O:28])[C@@H:15]([CH3:27])[C:16]([O:19][Si:20]([C:23]([CH3:26])([CH3:25])[CH3:24])([CH3:22])[CH3:21])([CH3:18])[CH3:17])C1C=CC=CC=1.[OH2:29].[OH-].[Li+].OO. The catalyst is O1CCCC1.CCOC(C)=O. The product is [Si:20]([O:19][C:16]([CH3:17])([CH3:18])[C@H:15]([CH3:27])[C:14]([OH:28])=[O:29])([C:23]([CH3:24])([CH3:25])[CH3:26])([CH3:21])[CH3:22]. The yield is 0.520. (6) The reactants are Cl.[C:2]1([C:8]2[N:9]=[C:10]([CH2:13][NH:14]C(=O)C3C=CC=CC=3)[S:11][CH:12]=2)[CH:7]=[CH:6][CH:5]=[CH:4][CH:3]=1.C(Cl)(Cl)Cl.CO. The catalyst is O1CCOCC1. The product is [C:2]1([C:8]2[N:9]=[C:10]([CH2:13][NH2:14])[S:11][CH:12]=2)[CH:3]=[CH:4][CH:5]=[CH:6][CH:7]=1. The yield is 0.770.